From a dataset of Full USPTO retrosynthesis dataset with 1.9M reactions from patents (1976-2016). Predict the reactants needed to synthesize the given product. (1) Given the product [Br:18][C:19]1[CH:20]=[C:21]([C:22](=[O:23])[CH2:16][C:15](=[O:17])/[CH:14]=[CH:13]/[O:12][CH3:11])[CH:25]=[CH:26][CH:27]=1, predict the reactants needed to synthesize it. The reactants are: C[Si](C)(C)[N-][Si](C)(C)C.[Li+].[CH3:11][O:12][CH:13]=[CH:14][C:15](=[O:17])[CH3:16].[Br:18][C:19]1[CH:20]=[C:21]([CH:25]=[CH:26][CH:27]=1)[C:22](Cl)=[O:23].[Cl-].[NH4+]. (2) Given the product [CH3:49][N:50]([CH3:55])[CH2:51][CH:52]([NH:54][C:44]([C:35]1[C:34]2[C:39](=[N:40][C:41]3[C:32]([N:33]=2)=[C:31]2[CH:47]=[CH:48][C:28]([N+:25]([O-:27])=[O:26])=[CH:29][C:30]2=[CH:43][CH:42]=3)[CH:38]=[CH:37][CH:36]=1)=[O:46])[CH3:53], predict the reactants needed to synthesize it. The reactants are: [N+](C1C2=CC=C3C(N=C4C(C=CC=C4C(O)=O)=N3)=C2C=CC=1)([O-])=O.[N+:25]([C:28]1[CH:48]=[CH:47][C:31]2=[C:32]3[C:41](=[CH:42][CH:43]=[C:30]2[CH:29]=1)[N:40]=[C:39]1[C:34]([C:35]([C:44]([OH:46])=O)=[CH:36][CH:37]=[CH:38]1)=[N:33]3)([O-:27])=[O:26].[CH3:49][N:50]([CH3:55])[CH2:51][CH:52]([NH2:54])[CH3:53].